The task is: Regression/Classification. Given a drug SMILES string, predict its absorption, distribution, metabolism, or excretion properties. Task type varies by dataset: regression for continuous measurements (e.g., permeability, clearance, half-life) or binary classification for categorical outcomes (e.g., BBB penetration, CYP inhibition). Dataset: cyp2c9_veith.. This data is from CYP2C9 inhibition data for predicting drug metabolism from PubChem BioAssay. The molecule is O=C(Nc1cccc(F)c1)N1CC2(CCN(C(=O)c3cccc(F)c3)CC2)C1. The result is 0 (non-inhibitor).